Dataset: Catalyst prediction with 721,799 reactions and 888 catalyst types from USPTO. Task: Predict which catalyst facilitates the given reaction. (1) Reactant: Cl.[C:2]([C:4]1([NH:7][C:8]([C@@H:10]2[CH2:14][C@@H:13]([S:15]([C:18]3[CH:23]=[CH:22][CH:21]=[CH:20][C:19]=3[Cl:24])(=[O:17])=[O:16])[CH2:12][NH:11]2)=[O:9])[CH2:6][CH2:5]1)#[N:3].C(N(CC)C(C)C)(C)C.[CH:34](OC1C=CC([N+]([O-])=O)=CC=1)=[O:35]. Product: [C:2]([C:4]1([NH:7][C:8]([C@@H:10]2[CH2:14][C@@H:13]([S:15]([C:18]3[CH:23]=[CH:22][CH:21]=[CH:20][C:19]=3[Cl:24])(=[O:17])=[O:16])[CH2:12][N:11]2[CH:34]=[O:35])=[O:9])[CH2:6][CH2:5]1)#[N:3]. The catalyst class is: 10. (2) Reactant: [F:1][CH:2]([F:39])[O:3][C:4]1[CH:5]=[C:6]([N:14]([CH2:32][C:33]2[CH:34]=[N:35][CH:36]=[CH:37][CH:38]=2)[C:15]2[CH:20]=[CH:19][C:18]([C:21](=[O:23])[CH3:22])=[C:17]([O:24][Si](C(C)(C)C)(C)C)[CH:16]=2)[CH:7]=[CH:8][C:9]=1[O:10][CH:11]([F:13])[F:12].CC1C=CC(S(O)(=O)=O)=CC=1. Product: [F:39][CH:2]([F:1])[O:3][C:4]1[CH:5]=[C:6]([N:14]([CH2:32][C:33]2[CH:34]=[N:35][CH:36]=[CH:37][CH:38]=2)[C:15]2[CH:20]=[CH:19][C:18]([C:21](=[O:23])[CH3:22])=[C:17]([OH:24])[CH:16]=2)[CH:7]=[CH:8][C:9]=1[O:10][CH:11]([F:13])[F:12]. The catalyst class is: 260.